From a dataset of Forward reaction prediction with 1.9M reactions from USPTO patents (1976-2016). Predict the product of the given reaction. (1) Given the reactants [F:1][C:2]([F:23])([F:22])[C:3]1[CH:17]=[C:16]([C:18]([F:21])([F:20])[F:19])[CH:15]=[CH:14][C:4]=1[CH2:5][N:6]1[CH2:11][CH2:10][CH:9]([CH:12]=O)[CH2:8][CH2:7]1.[F:24][C:25]1([F:39])[CH2:30][C@@H:29]([NH:31][C:32]2[CH2:36][S:35][C:34](=[O:37])[N:33]=2)[C@H:28]([OH:38])[CH2:27][CH2:26]1.C([O-])(=O)C.[NH2+]1CCCCC1, predict the reaction product. The product is: [F:23][C:2]([F:1])([F:22])[C:3]1[CH:17]=[C:16]([C:18]([F:21])([F:20])[F:19])[CH:15]=[CH:14][C:4]=1[CH2:5][N:6]1[CH2:11][CH2:10][CH:9](/[CH:12]=[C:36]2/[C:32]([NH:31][C@@H:29]3[CH2:30][C:25]([F:24])([F:39])[CH2:26][CH2:27][C@H:28]3[OH:38])=[N:33][C:34](=[O:37])[S:35]/2)[CH2:8][CH2:7]1. (2) Given the reactants Cl.[NH:2]1[CH2:7][CH2:6][CH:5]([N:8]2[C@@H:16]3[C@H:11]([CH2:12][CH2:13][CH2:14][CH2:15]3)[CH2:10][C:9]2=[O:17])[CH2:4][CH2:3]1.C[O-].[Na+].[CH3:21][C:22]1[CH:36]=[CH:35][CH:34]=[CH:33][C:23]=1[C:24]([N:26]1[CH2:31][CH2:30][C:29](=O)[CH2:28][CH2:27]1)=[O:25].C([BH3-])#N.[Na+], predict the reaction product. The product is: [CH3:21][C:22]1[CH:36]=[CH:35][CH:34]=[CH:33][C:23]=1[C:24]([N:26]1[CH2:27][CH2:28][CH:29]([N:2]2[CH2:3][CH2:4][CH:5]([N:8]3[C@@H:16]4[C@H:11]([CH2:12][CH2:13][CH2:14][CH2:15]4)[CH2:10][C:9]3=[O:17])[CH2:6][CH2:7]2)[CH2:30][CH2:31]1)=[O:25]. (3) Given the reactants [CH3:1][O:2][C:3]1[CH:4]=[C:5]2[C:9](=[CH:10][CH:11]=1)[NH:8][CH:7]=[C:6]2[CH:12]=[CH:13][N+:14]([O-])=O.[H-].[Al+3].[Li+].[H-].[H-].[H-].O, predict the reaction product. The product is: [CH3:1][O:2][C:3]1[CH:4]=[C:5]2[C:9](=[CH:10][CH:11]=1)[NH:8][CH:7]=[C:6]2[CH2:12][CH2:13][NH2:14]. (4) The product is: [ClH:41].[OH:2][C:3]1[CH:4]=[C:5]2[C:10](=[CH:11][CH:12]=1)[C:9]([O:13][C:14]1[CH:19]=[CH:18][C:17]([O:20][CH2:21][CH2:22][N:23]3[CH2:24][CH2:25][CH2:26][CH2:27][CH2:28]3)=[CH:16][CH:15]=1)=[C:8]([C:29]1[CH:30]=[CH:31][C:32]([S:35]([N:38]([CH3:40])[CH3:39])(=[O:36])=[O:37])=[CH:33][CH:34]=1)[CH:7]=[CH:6]2. Given the reactants C[O:2][C:3]1[CH:4]=[C:5]2[C:10](=[CH:11][CH:12]=1)[C:9]([O:13][C:14]1[CH:19]=[CH:18][C:17]([O:20][CH2:21][CH2:22][N:23]3[CH2:28][CH2:27][CH2:26][CH2:25][CH2:24]3)=[CH:16][CH:15]=1)=[C:8]([C:29]1[CH:34]=[CH:33][C:32]([S:35]([N:38]([CH3:40])[CH3:39])(=[O:37])=[O:36])=[CH:31][CH:30]=1)[CH:7]=[CH:6]2.[ClH:41].C(OCC)C.B(Br)(Br)Br, predict the reaction product. (5) Given the reactants [N:1]1([C@H:6]2[CH2:10][CH2:9][CH2:8][C@H:7]2[NH2:11])[CH2:5][CH2:4][CH2:3][CH2:2]1.[Cl:12][C:13]1[C:21]([C:22]([F:25])([F:24])[F:23])=[CH:20][CH:19]=[CH:18][C:14]=1[C:15](O)=[O:16], predict the reaction product. The product is: [Cl:12][C:13]1[C:21]([C:22]([F:23])([F:24])[F:25])=[CH:20][CH:19]=[CH:18][C:14]=1[C:15]([NH:11][C@@H:7]1[CH2:8][CH2:9][CH2:10][C@@H:6]1[N:1]1[CH2:2][CH2:3][CH2:4][CH2:5]1)=[O:16]. (6) Given the reactants [H-].[Al+3].[Li+].[H-].[H-].[H-].C([O:9][C:10]([C:12]1[C:13]([CH3:24])=[N:14][N:15]([C:18]2[CH:23]=[CH:22][CH:21]=[CH:20][N:19]=2)[C:16]=1[CH3:17])=O)C, predict the reaction product. The product is: [CH3:24][C:13]1[C:12]([CH2:10][OH:9])=[C:16]([CH3:17])[N:15]([C:18]2[CH:23]=[CH:22][CH:21]=[CH:20][N:19]=2)[N:14]=1. (7) Given the reactants [C:1]12([NH2:11])[CH2:10][CH:5]3[CH2:6][CH:7]([CH2:9][CH:3]([CH2:4]3)[CH2:2]1)[CH2:8]2.[CH2:12]([O:14][C:15]1[CH:22]=[CH:21][C:18]([CH:19]=O)=[CH:17][CH:16]=1)[CH3:13], predict the reaction product. The product is: [C:1]12([NH:11][CH2:19][C:18]3[CH:21]=[CH:22][C:15]([O:14][CH2:12][CH3:13])=[CH:16][CH:17]=3)[CH2:8][CH:7]3[CH2:6][CH:5]([CH2:4][CH:3]([CH2:9]3)[CH2:2]1)[CH2:10]2. (8) Given the reactants [OH:1][CH2:2][C:3]1[CH:8]=[C:7]([O:9][CH2:10][CH2:11][N:12]([C:23](=[O:37])[CH2:24][CH2:25][O:26][CH2:27][CH2:28][O:29][CH2:30][CH2:31][O:32][CH2:33][CH2:34][O:35][CH3:36])[CH2:13][CH2:14][CH2:15][C:16]([O:18][C:19](C)(C)C)=[O:17])[CH:6]=[C:5]([CH2:38][OH:39])[N:4]=1.C(O)(C(F)(F)F)=O.C[Si](C=[N+]=[N-])(C)C.C(O)(=O)C, predict the reaction product. The product is: [OH:39][CH2:38][C:5]1[CH:6]=[C:7]([O:9][CH2:10][CH2:11][N:12]([C:23](=[O:37])[CH2:24][CH2:25][O:26][CH2:27][CH2:28][O:29][CH2:30][CH2:31][O:32][CH2:33][CH2:34][O:35][CH3:36])[CH2:13][CH2:14][CH2:15][C:16]([O:18][CH3:19])=[O:17])[CH:8]=[C:3]([CH2:2][OH:1])[N:4]=1. (9) Given the reactants [OH:1][C:2]1[CH:9]=[CH:8][C:5]([CH:6]=[O:7])=[CH:4][CH:3]=1.Br[CH2:11][CH2:12][NH:13][C:14](=[O:20])[O:15][C:16]([CH3:19])([CH3:18])[CH3:17].C(=O)([O-])[O-].[Cs+].[Cs+].[I-].[Na+], predict the reaction product. The product is: [CH:6]([C:5]1[CH:8]=[CH:9][C:2]([O:1][CH2:11][CH2:12][NH:13][C:14](=[O:20])[O:15][C:16]([CH3:19])([CH3:18])[CH3:17])=[CH:3][CH:4]=1)=[O:7].